From a dataset of Retrosynthesis with 50K atom-mapped reactions and 10 reaction types from USPTO. Predict the reactants needed to synthesize the given product. Given the product CCCCC(NC(=O)c1ccccc1)C(O)CN(C)C(=O)N1CCC[C@H]1C(=O)O, predict the reactants needed to synthesize it. The reactants are: CCCCC(NC(=O)c1ccccc1)C(=O)CN(C)C(=O)N1CCC[C@H]1C(=O)O.